This data is from Full USPTO retrosynthesis dataset with 1.9M reactions from patents (1976-2016). The task is: Predict the reactants needed to synthesize the given product. (1) Given the product [OH:20][CH2:19][C:18]([CH3:23])([CH3:17])[CH2:21][O:22][CH2:2][C:3]1[CH:15]=[CH:14][CH:13]=[C:12]([CH3:16])[C:4]=1[C:5]([O:7][C:8]([CH3:11])([CH3:10])[CH3:9])=[O:6], predict the reactants needed to synthesize it. The reactants are: Br[CH2:2][C:3]1[CH:15]=[CH:14][CH:13]=[C:12]([CH3:16])[C:4]=1[C:5]([O:7][C:8]([CH3:11])([CH3:10])[CH3:9])=[O:6].[CH3:17][C:18]([CH3:23])([CH2:21][OH:22])[CH2:19][OH:20].OCCCOCC1C=CC=C(C)C=1C(OC(C)(C)C)=O. (2) Given the product [ClH:17].[NH2:1][C:2]1[N:3]([CH2:18][C:19]2[CH:24]=[CH:23][CH:22]=[CH:21][N:20]=2)[C:4]2[C:9]([C:10](=[O:16])[C:11]=1[C:12]([NH:14][CH3:15])=[O:13])=[CH:8][CH:7]=[C:6]([C:30]#[C:29][C:28]([OH:31])([CH3:32])[CH2:27][O:26][CH3:25])[N:5]=2, predict the reactants needed to synthesize it. The reactants are: [NH2:1][C:2]1[N:3]([CH2:18][C:19]2[CH:24]=[CH:23][CH:22]=[CH:21][N:20]=2)[C:4]2[C:9]([C:10](=[O:16])[C:11]=1[C:12]([NH:14][CH3:15])=[O:13])=[CH:8][CH:7]=[C:6]([Cl:17])[N:5]=2.[CH3:25][O:26][CH2:27][C:28]([CH3:32])([OH:31])[C:29]#[CH:30].